This data is from Forward reaction prediction with 1.9M reactions from USPTO patents (1976-2016). The task is: Predict the product of the given reaction. (1) Given the reactants [CH3:1][S:2]([Cl:5])(=[O:4])=[O:3].[Cl:6][C:7]1[CH:12]=[CH:11][CH:10]=[CH:9][C:8]=1[CH2:13][CH2:14][N:15]([CH3:33])[CH2:16][CH2:17][CH2:18][CH2:19][C:20]([C:22]1[CH:32]=[CH:31][C:25]2[CH2:26][CH2:27][NH:28][CH2:29][CH2:30][C:24]=2[CH:23]=1)=[O:21].C(N(CC)CC)C.O, predict the reaction product. The product is: [ClH:5].[Cl:6][C:7]1[CH:12]=[CH:11][CH:10]=[CH:9][C:8]=1[CH2:13][CH2:14][N:15]([CH3:33])[CH2:16][CH2:17][CH2:18][CH2:19][C:20]([C:22]1[CH:32]=[CH:31][C:25]2[CH2:26][CH2:27][N:28]([S:2]([CH3:1])(=[O:4])=[O:3])[CH2:29][CH2:30][C:24]=2[CH:23]=1)=[O:21]. (2) Given the reactants CCN(C(C)C)C(C)C.Cl.Cl.[C:12]1([C:18]2[C:19]([N:27]3[CH2:32][CH2:31][NH:30][CH2:29][CH2:28]3)=[C:20]3[CH:26]=[N:25][NH:24][C:21]3=[N:22][CH:23]=2)[CH:17]=[CH:16][CH:15]=[CH:14][CH:13]=1.[C:33]([O:37][C:38]([N:40]1[CH2:44][CH2:43][CH2:42][C@H:41]1[C@H:45]([C:49]1[CH:54]=[CH:53][C:52]([Cl:55])=[CH:51][CH:50]=1)[C:46](O)=[O:47])=[O:39])([CH3:36])([CH3:35])[CH3:34].CN(C(ON1N=NC2C=CC=CC1=2)=[N+](C)C)C.[B-](F)(F)(F)F, predict the reaction product. The product is: [Cl:55][C:52]1[CH:51]=[CH:50][C:49]([C@@H:45]([C@@H:41]2[CH2:42][CH2:43][CH2:44][N:40]2[C:38]([O:37][C:33]([CH3:36])([CH3:35])[CH3:34])=[O:39])[C:46](=[O:47])[N:30]2[CH2:29][CH2:28][N:27]([C:19]3[C:18]([C:12]4[CH:13]=[CH:14][CH:15]=[CH:16][CH:17]=4)=[CH:23][N:22]=[C:21]4[NH:24][N:25]=[CH:26][C:20]=34)[CH2:32][CH2:31]2)=[CH:54][CH:53]=1. (3) Given the reactants [NH2:1][OH:2].[OH2:3].ClC1C=CC(CO)=CC=1[S:13](Cl)(=[O:15])=[O:14].[CH3:17][CH2:18][CH2:19][CH2:20][CH3:21], predict the reaction product. The product is: [OH:2][NH:1][S:13]([C:21]1[O:3][C:18]([CH3:17])=[CH:19][CH:20]=1)(=[O:15])=[O:14]. (4) Given the reactants [F:1][C:2]1[CH:9]=[CH:8][CH:7]=[C:6]([F:10])[C:3]=1[CH2:4]Cl.[N-:11]=[N+:12]=[N-:13].[Na+].O.C1CCCCC1, predict the reaction product. The product is: [F:1][C:2]1[CH:9]=[CH:8][CH:7]=[C:6]([F:10])[C:3]=1[CH2:4][N:11]=[N+:12]=[N-:13]. (5) Given the reactants [Cl:1][C:2]1[CH:3]=[C:4]([NH:9][CH2:10][C:11]([N:13]2[CH2:19][CH2:18][CH2:17][CH2:16][CH:15]([N:20]([CH3:30])[C:21]3[C:22]4[CH:29]=[CH:28][NH:27][C:23]=4[N:24]=[CH:25][N:26]=3)[CH2:14]2)=[O:12])[CH:5]=[C:6]([Cl:8])[CH:7]=1.CO, predict the reaction product. The product is: [Cl:1][C:2]1[CH:3]=[C:4]([NH:9][CH2:10][C:11]([N:13]2[CH2:19][CH:18]3[CH2:17][CH:14]2[CH:15]([N:20]([CH3:30])[C:21]2[C:22]4[CH:29]=[CH:28][NH:27][C:23]=4[N:24]=[CH:25][N:26]=2)[CH2:16]3)=[O:12])[CH:5]=[C:6]([Cl:8])[CH:7]=1. (6) Given the reactants [CH3:1][C:2]1([CH3:36])[C:10]2[C:5](=[CH:6][C:7]([NH:11][C:12]3[N:27]=[C:15]4[CH:16]=[CH:17][CH:18]=[C:19]([NH:20][CH:21]5[CH2:26][CH2:25][O:24][CH2:23][CH2:22]5)[N:14]4[N:13]=3)=[CH:8][CH:9]=2)[N:4](C(OC(C)(C)C)=O)[C:3]1=[O:35].C1(P(C2C=CC=CC=2)C2C3OC4C(=CC=CC=4P(C4C=CC=CC=4)C4C=CC=CC=4)C(C)(C)C=3C=CC=2)C=CC=CC=1.NC1C=C2C(C(C)(C)C(=O)N2C(OC(C)(C)C)=O)=CC=1.C(=O)([O-])[O-].[K+].[K+], predict the reaction product. The product is: [CH3:1][C:2]1([CH3:36])[C:10]2[C:5](=[CH:6][C:7]([NH:11][C:12]3[N:27]=[C:15]4[CH:16]=[CH:17][CH:18]=[C:19]([NH:20][CH:21]5[CH2:22][CH2:23][O:24][CH2:25][CH2:26]5)[N:14]4[N:13]=3)=[CH:8][CH:9]=2)[NH:4][C:3]1=[O:35].